This data is from Catalyst prediction with 721,799 reactions and 888 catalyst types from USPTO. The task is: Predict which catalyst facilitates the given reaction. (1) Reactant: OC[C:3]1[N:7]([C:8]2[CH:9]=[C:10]([C:14]3[CH2:20][C:19](=[O:21])[NH:18][C:17]4[CH:22]=[C:23]([CH3:32])[C:24]([N:26]([CH2:28][CH:29]([CH3:31])[CH3:30])[CH3:27])=[CH:25][C:16]=4[N:15]=3)[CH:11]=[CH:12][CH:13]=2)[N:6]=[N:5][CH:4]=1.S(Cl)(Cl)=O.[Cl-].N1[CH2:42][CH2:41][CH2:40][CH2:39]1.[CH3:43][N:44](C=O)C. Product: [CH2:28]([N:26]([CH3:27])[C:24]1[C:23]([CH3:32])=[CH:22][C:17]2[NH:18][C:19](=[O:21])[CH2:20][C:14]([C:10]3[CH:11]=[CH:12][CH:13]=[C:8]([N:7]4[C:3]([CH2:4][N:5]5[CH2:39][CH2:40][CH2:41][CH2:42]5)=[N:44][CH:43]=[N:6]4)[CH:9]=3)=[N:15][C:16]=2[CH:25]=1)[CH:29]([CH3:31])[CH3:30]. The catalyst class is: 4. (2) Reactant: [C:1]([N:4]1[C:11]2[CH:12]=[CH:13][CH:14]=[CH:15][C:10]=2[CH:9]=[CH:8][C:7]2[N:16]=[C:17]([C:21]3[CH:22]=[N:23][C:24]([O:27][CH3:28])=[CH:25][CH:26]=3)[C:18]([F:20])=[CH:19][C:6]=2[CH2:5]1)(=[O:3])[CH3:2].[H][H]. Product: [C:1]([N:4]1[C:11]2[CH:12]=[CH:13][CH:14]=[CH:15][C:10]=2[CH2:9][CH2:8][C:7]2[N:16]=[C:17]([C:21]3[CH:22]=[N:23][C:24]([O:27][CH3:28])=[CH:25][CH:26]=3)[C:18]([F:20])=[CH:19][C:6]=2[CH2:5]1)(=[O:3])[CH3:2]. The catalyst class is: 19. (3) Reactant: [CH3:1][C:2]1([C:8]([N:10]2[CH2:16][C:15]3[CH:17]=[CH:18][C:19]([C:21](OC)=[O:22])=[CH:20][C:14]=3[O:13][CH2:12][C@@H:11]2[C:25]2[CH:30]=[CH:29][CH:28]=[CH:27][CH:26]=2)=[O:9])[CH2:7][CH2:6][O:5][CH2:4][CH2:3]1.[NH2:31][OH:32].[OH-].[Na+]. Product: [OH:32][NH:31][C:21]([C:19]1[CH:18]=[CH:17][C:15]2[CH2:16][N:10]([C:8]([C:2]3([CH3:1])[CH2:3][CH2:4][O:5][CH2:6][CH2:7]3)=[O:9])[C@@H:11]([C:25]3[CH:30]=[CH:29][CH:28]=[CH:27][CH:26]=3)[CH2:12][O:13][C:14]=2[CH:20]=1)=[O:22]. The catalyst class is: 36. (4) Reactant: Br[CH2:2][CH:3]1[O:8][C:7]2[CH:9]=[C:10]([S:13]([CH3:16])(=[O:15])=[O:14])[CH:11]=[CH:12][C:6]=2[CH2:5][O:4]1.[NH2:17][CH2:18][CH2:19][OH:20]. Product: [CH3:16][S:13]([C:10]1[CH:11]=[CH:12][C:6]2[CH2:5][O:4][CH:3]([CH2:2][NH:17][CH2:18][CH2:19][OH:20])[O:8][C:7]=2[CH:9]=1)(=[O:15])=[O:14]. The catalyst class is: 14.